Dataset: Forward reaction prediction with 1.9M reactions from USPTO patents (1976-2016). Task: Predict the product of the given reaction. (1) Given the reactants Cl.[C:2]([C:5]1[S:37][C:8]2[N:9]=[CH:10][N:11]=[C:12]([NH:13][C:14]3[CH:35]=[CH:34][C:33]([F:36])=[CH:32][C:15]=3[O:16][CH:17]3[CH2:22][CH2:21][CH2:20][CH:19]([N:23](C)[C:24](=O)OC(C)(C)C)[CH2:18]3)[C:7]=2[C:6]=1[CH3:38])(=[O:4])[NH2:3].CO, predict the reaction product. The product is: [F:36][C:33]1[CH:34]=[CH:35][C:14]([NH:13][C:12]2[C:7]3[C:6]([CH3:38])=[C:5]([C:2]([NH2:3])=[O:4])[S:37][C:8]=3[N:9]=[CH:10][N:11]=2)=[C:15]([O:16][C@H:17]2[CH2:22][CH2:21][CH2:20][C@@H:19]([NH:23][CH3:24])[CH2:18]2)[CH:32]=1. (2) The product is: [F:1][C:2]1[CH:14]=[CH:13][C:5]2[N:6]([C:7]3[CH:12]=[CH:11][CH:10]=[CH:9][N:8]=3)[C:20](/[CH:21]=[CH:16]/[C:22]3[CH:23]=[CH:24][O:25][CH:28]=3)=[N:15][C:4]=2[CH:3]=1. Given the reactants [F:1][C:2]1[CH:14]=[CH:13][C:5]([NH:6][C:7]2[CH:12]=[CH:11][CH:10]=[CH:9][N:8]=2)=[C:4]([NH2:15])[CH:3]=1.[CH:16]1([CH:22]=[CH:23][C:24](Cl)=[O:25])[CH2:21][CH2:20]CCC1.N1C=CC=C[C:28]=1N1C2C=CC=CC=2N=C1/C=C/C1C=CC=CC=1, predict the reaction product. (3) Given the reactants Br[C:2]1[CH:3]=[CH:4][C:5]([CH2:20][CH3:21])=[C:6]([CH:8]2[C:13](=[O:14])[C:12]([CH3:16])([CH3:15])[O:11][C:10]([CH3:18])([CH3:17])[C:9]2=[O:19])[CH:7]=1.N1CCC[C@H]1C(O)=[O:25].[OH-].[Na+].Cl, predict the reaction product. The product is: [CH2:20]([C:5]1[CH:4]=[CH:3][C:2]([OH:25])=[CH:7][C:6]=1[CH:8]1[C:13](=[O:14])[C:12]([CH3:16])([CH3:15])[O:11][C:10]([CH3:18])([CH3:17])[C:9]1=[O:19])[CH3:21]. (4) Given the reactants C[C@@H](O)[C@@H:25]1NC(=O)[C@H:29]([CH2:33][CH2:34]N)[NH:28][C:26](=[O:27])[C@H:25](CCN)NC(=O)[C@H](CC(C)C)NC(=O)[C@@H:29]([CH2:33][C:34]2C=CC=CC=2)[NH:28][C:26](=[O:27])[C@H:25](CCN)NC(=O)[C@@H:34](NC([C@@H](N)CCN)=O)[CH2:33][CH2:29][NH:28][C:26]1=[O:27].OS(O)(=O)=O.CN(C([O:74]N1N=NC2C=CC=NC1=2)=[N+](C)C)C.F[P-](F)(F)(F)(F)F.C(N(CC)C(C)C)(C)C.[CH3:100][C:101]([CH3:121])=[CH:102][CH2:103][CH2:104]/[C:105](/[CH3:120])=[CH:106]/[CH2:107][CH2:108]/[C:109](/[CH3:119])=[CH:110]/[CH2:111][S:112][CH2:113][C@H:114]([NH2:118])[C:115]([OH:117])=[O:116], predict the reaction product. The product is: [C:26]([NH:28][CH2:29][CH2:33][C:34]([NH:118][C@@H:114]([CH2:113][S:112][CH2:111]/[CH:110]=[C:109](\[CH3:119])/[CH2:108][CH2:107]/[CH:106]=[C:105](\[CH3:120])/[CH2:104][CH2:103][CH:102]=[C:101]([CH3:121])[CH3:100])[C:115]([OH:117])=[O:116])=[O:74])(=[O:27])[CH3:25]. (5) Given the reactants [CH3:1][C:2]1[CH:7]=[CH:6][C:5]([S:8]([O:11][CH2:12][CH:13]2[CH2:17][C:16]3[CH:18]=[C:19]([F:23])[CH:20]=[C:21](Br)[C:15]=3[O:14]2)(=[O:10])=[O:9])=[CH:4][CH:3]=1.[F:24][C:25]1[CH:30]=[CH:29][CH:28]=[CH:27][C:26]=1B(O)O.C(=O)([O-])[O-].[K+].[K+].CC1C=CC(S(OCC2CC3C(C4C=CC=CC=4)=CC=CC=3O2)(=O)=O)=CC=1, predict the reaction product. The product is: [CH3:1][C:2]1[CH:7]=[CH:6][C:5]([S:8]([O:11][CH2:12][CH:13]2[CH2:17][C:16]3[CH:18]=[C:19]([F:23])[CH:20]=[C:21]([C:26]4[CH:27]=[CH:28][CH:29]=[CH:30][C:25]=4[F:24])[C:15]=3[O:14]2)(=[O:10])=[O:9])=[CH:4][CH:3]=1. (6) Given the reactants [N:1]1([C:7]2[C:8]3[NH:23][CH:22]=[CH:21][C:9]=3[N:10]=[C:11]([C:13]3[CH:14]=[C:15]([CH2:19][OH:20])[CH:16]=[CH:17][CH:18]=3)[N:12]=2)[CH2:6][CH2:5][O:4][CH2:3][CH2:2]1.N1C=CN=C1.[Si:29](Cl)([C:32]([CH3:35])([CH3:34])[CH3:33])([CH3:31])[CH3:30].O, predict the reaction product. The product is: [Si:29]([O:20][CH2:19][C:15]1[CH:14]=[C:13]([C:11]2[N:12]=[C:7]([N:1]3[CH2:6][CH2:5][O:4][CH2:3][CH2:2]3)[C:8]3[NH:23][CH:22]=[CH:21][C:9]=3[N:10]=2)[CH:18]=[CH:17][CH:16]=1)([C:32]([CH3:35])([CH3:34])[CH3:33])([CH3:31])[CH3:30].